From a dataset of Forward reaction prediction with 1.9M reactions from USPTO patents (1976-2016). Predict the product of the given reaction. (1) Given the reactants FC(F)(F)C(O)=O.[NH2:8][CH:9]([CH2:14][C:15]1[CH:20]=[CH:19][C:18]([O:21][CH2:22][CH2:23][N:24]2[C:28]3[CH:29]=[CH:30][C:31]([C:33](=[O:40])[C:34]4[CH:39]=[CH:38][CH:37]=[CH:36][CH:35]=4)=[CH:32][C:27]=3[S:26][C:25]2=[O:41])=[CH:17][CH:16]=1)[C:10]([O:12][CH3:13])=[O:11].C(N(CC)CC)C.[C:49](Cl)(=[O:53])[CH2:50][CH2:51][CH3:52], predict the reaction product. The product is: [C:33]([C:31]1[CH:30]=[CH:29][C:28]2[N:24]([CH2:23][CH2:22][O:21][C:18]3[CH:17]=[CH:16][C:15]([CH2:14][CH:9]([NH:8][C:49](=[O:53])[CH2:50][CH2:51][CH3:52])[C:10]([O:12][CH3:13])=[O:11])=[CH:20][CH:19]=3)[C:25](=[O:41])[S:26][C:27]=2[CH:32]=1)(=[O:40])[C:34]1[CH:35]=[CH:36][CH:37]=[CH:38][CH:39]=1. (2) Given the reactants Cl.[CH3:2][O:3][C:4](=[O:7])[CH2:5][NH2:6].C([O-])(=O)C.[Na+].[CH:13]([C:15]1[CH:20]=[C:19]([C:21]([F:24])([F:23])[F:22])[CH:18]=[CH:17][C:16]=1[C:25]1[C:30]([O:31][CH3:32])=[CH:29][CH:28]=[C:27]([CH2:33][C:34]([OH:36])=[O:35])[CH:26]=1)=O.C([BH3-])#N.[Na+], predict the reaction product. The product is: [CH3:32][O:31][C:30]1[C:25]([C:16]2[CH:17]=[CH:18][C:19]([C:21]([F:24])([F:23])[F:22])=[CH:20][C:15]=2[CH2:13][NH:6][CH2:5][C:4]([O:3][CH3:2])=[O:7])=[CH:26][C:27]([CH2:33][C:34]([OH:36])=[O:35])=[CH:28][CH:29]=1. (3) Given the reactants [CH3:1][C:2]1[NH:6][C:5]2[CH:7]=[C:8]([O:12][C:13]([CH3:20])([CH3:19])[C:14]([O:16][CH2:17][CH3:18])=[O:15])[CH:9]=[C:10]([CH3:11])[C:4]=2[N:3]=1.Br[CH2:22][C:23]1[CH:28]=[CH:27][C:26]([O:29][CH2:30][CH2:31][CH2:32][CH2:33][CH3:34])=[CH:25][C:24]=1[Cl:35], predict the reaction product. The product is: [Cl:35][C:24]1[CH:25]=[C:26]([O:29][CH2:30][CH2:31][CH2:32][CH2:33][CH3:34])[CH:27]=[CH:28][C:23]=1[CH2:22][N:6]1[C:5]2[CH:7]=[C:8]([O:12][C:13]([CH3:19])([CH3:20])[C:14]([O:16][CH2:17][CH3:18])=[O:15])[CH:9]=[C:10]([CH3:11])[C:4]=2[N:3]=[C:2]1[CH3:1].